This data is from NCI-60 drug combinations with 297,098 pairs across 59 cell lines. The task is: Regression. Given two drug SMILES strings and cell line genomic features, predict the synergy score measuring deviation from expected non-interaction effect. Drug 1: CN(C)C1=NC(=NC(=N1)N(C)C)N(C)C. Drug 2: CC(C)CN1C=NC2=C1C3=CC=CC=C3N=C2N. Cell line: OVCAR-5. Synergy scores: CSS=-4.53, Synergy_ZIP=1.30, Synergy_Bliss=-0.203, Synergy_Loewe=-2.99, Synergy_HSA=-4.06.